Dataset: Reaction yield outcomes from USPTO patents with 853,638 reactions. Task: Predict the reaction yield, written as a fraction of the theoretical maximum amount of product (1.0 means a 100% yield; for example, 0.34 means a 34% yield). (1) The reactants are [Br:1][C:2]1[CH:3]=[N:4][N:5]([CH3:16])[C:6]=1[C:7]1[CH:8]=[C:9]([C:13]([OH:15])=O)[S:10][C:11]=1[CH3:12].[NH2:17][C@@H:18]([CH2:31][C:32]1[CH:37]=[CH:36][C:35]([F:38])=[CH:34][CH:33]=1)[CH2:19][N:20]1[C:28](=[O:29])[C:27]2[C:22](=[CH:23][CH:24]=[CH:25][CH:26]=2)[C:21]1=[O:30].CC(OC(N[C@H](C(O)=O)CC1C=CC=CC=1C(F)(F)F)=O)(C)C.C1CN([P+](Br)(N2CCCC2)N2CCCC2)CC1.F[P-](F)(F)(F)(F)F.CCN(C(C)C)C(C)C. The catalyst is C(Cl)(Cl)Cl. The product is [Br:1][C:2]1[CH:3]=[N:4][N:5]([CH3:16])[C:6]=1[C:7]1[CH:8]=[C:9]([C:13]([NH:17][C@@H:18]([CH2:31][C:32]2[CH:33]=[CH:34][C:35]([F:38])=[CH:36][CH:37]=2)[CH2:19][N:20]2[C:28](=[O:29])[C:27]3[C:22](=[CH:23][CH:24]=[CH:25][CH:26]=3)[C:21]2=[O:30])=[O:15])[S:10][C:11]=1[CH3:12]. The yield is 0.710. (2) The reactants are [O:1]1[CH2:6][CH2:5][CH:4]([O:7][C:8]2[C:9]3[N:17]=[C:16]([C:18]4[CH:19]=[C:20]([NH2:24])[CH:21]=[N:22][CH:23]=4)[CH:15]=[CH:14][C:10]=3[N:11]=[CH:12][N:13]=2)[CH2:3][CH2:2]1.[Cl:25][C:26]1[CH:31]=[CH:30][C:29]([S:32](Cl)(=[O:34])=[O:33])=[C:28]([F:36])[CH:27]=1. The catalyst is N1C=CC=CC=1.C(Cl)Cl. The product is [Cl:25][C:26]1[CH:31]=[CH:30][C:29]([S:32]([NH:24][C:20]2[CH:21]=[N:22][CH:23]=[C:18]([C:16]3[CH:15]=[CH:14][C:10]4[N:11]=[CH:12][N:13]=[C:8]([O:7][CH:4]5[CH2:5][CH2:6][O:1][CH2:2][CH2:3]5)[C:9]=4[N:17]=3)[CH:19]=2)(=[O:33])=[O:34])=[C:28]([F:36])[CH:27]=1. The yield is 0.430. (3) The reactants are Cl[CH2:2][C:3]#[C:4][C:5]1[CH:10]=[CH:9][C:8]([N+:11]([O-:13])=[O:12])=[C:7]([O:14][CH3:15])[CH:6]=1.[CH3:16][N:17]1[CH2:22][CH2:21][NH:20][CH2:19][CH2:18]1. The catalyst is O1CCOCC1. The product is [CH3:16][N:17]1[CH2:22][CH2:21][N:20]([CH2:2][C:3]#[C:4][C:5]2[CH:10]=[CH:9][C:8]([N+:11]([O-:13])=[O:12])=[C:7]([O:14][CH3:15])[CH:6]=2)[CH2:19][CH2:18]1. The yield is 0.970.